From a dataset of Catalyst prediction with 721,799 reactions and 888 catalyst types from USPTO. Predict which catalyst facilitates the given reaction. (1) Reactant: Br[C:2]1[C:11]2[C:6](=[CH:7][CH:8]=[C:9]([O:12][CH3:13])[CH:10]=2)[C:5]([Cl:14])=[N:4][CH:3]=1.[Li]CCCC.C([O:23][B:24](OC(C)C)[O:25]C(C)C)(C)C. Product: [Cl:14][C:5]1[C:6]2[C:11](=[CH:10][C:9]([O:12][CH3:13])=[CH:8][CH:7]=2)[C:2]([B:24]([OH:25])[OH:23])=[CH:3][N:4]=1. The catalyst class is: 1. (2) Reactant: C([O:4][CH2:5][C:6]([NH:36]C(=O)C)([CH2:31][O:32]C(=O)C)[CH2:7][CH2:8][C:9]1[CH:14]=[CH:13][C:12]([C:15]2[CH:20]=[CH:19][C:18]([S:21][C:22]3[CH:27]=[CH:26][C:25]([CH3:28])=[CH:24][CH:23]=3)=[CH:17][C:16]=2[F:29])=[CH:11][C:10]=1[Cl:30])(=O)C.Cl. Product: [NH2:36][C:6]([CH2:7][CH2:8][C:9]1[CH:14]=[CH:13][C:12]([C:15]2[CH:20]=[CH:19][C:18]([S:21][C:22]3[CH:23]=[CH:24][C:25]([CH3:28])=[CH:26][CH:27]=3)=[CH:17][C:16]=2[F:29])=[CH:11][C:10]=1[Cl:30])([CH2:31][OH:32])[CH2:5][OH:4]. The catalyst class is: 8. (3) Reactant: [CH2:1]([NH:3][NH2:4])[CH3:2].O=[C:6]([CH2:14][C:15](=O)[CH3:16])[CH2:7][C:8]([O:10][CH:11]([CH3:13])[CH3:12])=[O:9]. Product: [CH2:1]([N:3]1[C:6]([CH2:7][C:8]([O:10][CH:11]([CH3:12])[CH3:13])=[O:9])=[CH:14][C:15]([CH3:16])=[N:4]1)[CH3:2]. The catalyst class is: 11. (4) Reactant: C([O:4][C:5]([CH3:33])([CH2:7][CH2:8][C:9]1[N:13]2[CH:14]=[C:15]([C:18]3[N:25]4[C:21]([O:22][CH:23]=[CH:24]4)=[N:20][C:19]=3[C:26]3[CH:31]=[CH:30][C:29]([F:32])=[CH:28][CH:27]=3)[CH:16]=[CH:17][C:12]2=[N:11][N:10]=1)[CH3:6])(=O)C.Cl.[OH-].[Na+]. Product: [F:32][C:29]1[CH:30]=[CH:31][C:26]([C:19]2[N:20]=[C:21]3[N:25]([C:18]=2[C:15]2[CH:16]=[CH:17][C:12]4[N:13]([C:9]([CH2:8][CH2:7][C:5]([CH3:33])([OH:4])[CH3:6])=[N:10][N:11]=4)[CH:14]=2)[CH:24]=[CH:23][O:22]3)=[CH:27][CH:28]=1. The catalyst class is: 12. (5) Reactant: [O-]CC.[Na+].[C:5]([C:8]1[O:9][CH:10]=[CH:11][CH:12]=1)(=[O:7])[CH3:6].[C:13](OCC)(=[O:19])[C:14]([O:16][CH2:17][CH3:18])=[O:15]. Product: [CH2:17]([O:16][C:14](=[O:15])[C:13](=[O:19])[CH2:6][C:5]([C:8]1[O:9][CH:10]=[CH:11][CH:12]=1)=[O:7])[CH3:18]. The catalyst class is: 8.